Dataset: Forward reaction prediction with 1.9M reactions from USPTO patents (1976-2016). Task: Predict the product of the given reaction. (1) The product is: [OH:16][C:17]([CH3:27])([CH3:26])[CH2:18][NH:19][C:20]1=[N:21][C:22](=[O:25])[S:23]/[C:24]/1=[CH:1]\[CH:3]1[CH2:8][CH2:7][N:6]([C:9]([O:11][C:12]([CH3:15])([CH3:14])[CH3:13])=[O:10])[CH2:5][CH2:4]1. Given the reactants [CH:1]([CH:3]1[CH2:8][CH2:7][N:6]([C:9]([O:11][C:12]([CH3:15])([CH3:14])[CH3:13])=[O:10])[CH2:5][CH2:4]1)=O.[OH:16][C:17]([CH3:27])([CH3:26])[CH2:18][NH:19][C:20]1[CH2:24][S:23][C:22](=[O:25])[N:21]=1.C([O-])(=O)C.[NH2+]1CCCCC1, predict the reaction product. (2) Given the reactants [CH2:1]([C:8]1[CH:9]=[C:10]2[C:15](=[CH:16][C:17]=1[F:18])[N:14]=[C:13]([N:19]1[CH:23]=[C:22]([C:24]([O:26]CC)=[O:25])[CH:21]=[N:20]1)[NH:12][C:11]2=O)[C:2]1[CH:7]=[CH:6][CH:5]=[CH:4][CH:3]=1.[CH3:30][NH:31][CH2:32][CH3:33], predict the reaction product. The product is: [CH2:1]([C:8]1[CH:9]=[C:10]2[C:15](=[CH:16][C:17]=1[F:18])[N:14]=[C:13]([N:19]1[CH:23]=[C:22]([C:24]([OH:26])=[O:25])[CH:21]=[N:20]1)[N:12]=[C:11]2[N:31]([CH2:32][CH3:33])[CH3:30])[C:2]1[CH:3]=[CH:4][CH:5]=[CH:6][CH:7]=1. (3) Given the reactants O=P(Cl)(Cl)Cl.[CH2:6]([N:13](/[CH:17]=[CH:18]/[CH2:19][CH3:20])C(=O)C)[C:7]1[CH:12]=CC=CC=1.[ClH:21], predict the reaction product. The product is: [Cl:21][C:6]1[CH:7]=[CH:12][C:18]([CH2:19][CH3:20])=[CH:17][N:13]=1. (4) Given the reactants [Cl:1][C:2]1[CH:7]=[C:6]([Cl:8])[CH:5]=[CH:4][C:3]=1[C:9]1[N:10]=[C:11]([CH2:16][C:17]2[CH:22]=[CH:21][C:20]([C:23]3[CH:28]=[CH:27][C:26]([OH:29])=[CH:25][CH:24]=3)=[CH:19][CH:18]=2)[N:12]([CH2:14][CH3:15])[CH:13]=1.[NH2:30][C:31]1[CH:40]=[CH:39][C:38](Br)=[CH:37][C:32]=1[C:33]([O:35][CH3:36])=[O:34], predict the reaction product. The product is: [CH3:36][O:35][C:33](=[O:34])[C:32]1[CH:37]=[C:38]([O:29][C:26]2[CH:25]=[CH:24][C:23]([C:20]3[CH:21]=[CH:22][C:17]([CH2:16][C:11]4[N:12]([CH2:14][CH3:15])[CH:13]=[C:9]([C:3]5[CH:4]=[CH:5][C:6]([Cl:8])=[CH:7][C:2]=5[Cl:1])[N:10]=4)=[CH:18][CH:19]=3)=[CH:28][CH:27]=2)[CH:39]=[CH:40][C:31]=1[NH2:30]. (5) Given the reactants [F:1][C:2]([F:23])([F:22])[C:3]1[CH:17]=[C:16]([C:18]([F:21])([F:20])[F:19])[CH:15]=[CH:14][C:4]=1[CH2:5][N:6]1[CH2:11][CH2:10][CH:9]([CH:12]=O)[CH2:8][CH2:7]1.[CH2:24]([NH:27][C:28]1[CH2:32][S:31][C:30](=[O:33])[N:29]=1)[C:25]#[CH:26].C([O-])(=O)C.[NH2+]1CCCCC1, predict the reaction product. The product is: [F:23][C:2]([F:1])([F:22])[C:3]1[CH:17]=[C:16]([C:18]([F:21])([F:20])[F:19])[CH:15]=[CH:14][C:4]=1[CH2:5][N:6]1[CH2:11][CH2:10][CH:9](/[CH:12]=[C:32]2/[C:28]([NH:27][CH2:24][C:25]#[CH:26])=[N:29][C:30](=[O:33])[S:31]/2)[CH2:8][CH2:7]1. (6) The product is: [NH2:1][C@H:2]1[C:7]([F:9])([F:8])[CH2:6][CH2:5][CH2:4][C@H:3]1[NH:10][C:11]1[N:12]=[C:13]([NH:31][C:24]2[CH:23]=[N:22][N:26]3[CH:27]=[CH:28][CH:29]=[CH:30][C:25]=23)[C:14]([C:17]([NH2:18])=[O:33])=[N:15][CH:16]=1. Given the reactants [NH2:1][C@H:2]1[C:7]([F:9])([F:8])[CH2:6][CH2:5][CH2:4][C@H:3]1[NH:10][C:11]1[N:12]=[C:13](Cl)[C:14]([C:17]#[N:18])=[N:15][CH:16]=1.Cl.Cl.[N:22]1[N:26]2[CH:27]=[CH:28][CH:29]=[CH:30][C:25]2=[C:24]([NH2:31])[CH:23]=1.C(=O)([O-])[O-:33].[Cs+].[Cs+].C1C=CC(P(C2C(C3C(P(C4C=CC=CC=4)C4C=CC=CC=4)=CC=C4C=3C=CC=C4)=C3C(C=CC=C3)=CC=2)C2C=CC=CC=2)=CC=1.[OH-].[K+].OO, predict the reaction product. (7) Given the reactants NC1C=CC=CN=1.BrC(C=O)C=O.[N:14]1[CH:15]=[C:16]([CH:23]=O)[N:17]2[CH:22]=[CH:21][CH:20]=[CH:19][C:18]=12.C(N(CC)CC)C.Cl.[NH2:33][CH2:34][CH:35]([C:41]1[CH:46]=[CH:45][CH:44]=[CH:43][CH:42]=1)[CH2:36][C:37](OC)=[O:38], predict the reaction product. The product is: [N:14]1[CH:15]=[C:16]([CH2:23][N:33]2[CH2:34][CH:35]([C:41]3[CH:46]=[CH:45][CH:44]=[CH:43][CH:42]=3)[CH2:36][C:37]2=[O:38])[N:17]2[CH:22]=[CH:21][CH:20]=[CH:19][C:18]=12.